From a dataset of Full USPTO retrosynthesis dataset with 1.9M reactions from patents (1976-2016). Predict the reactants needed to synthesize the given product. (1) Given the product [Cl:11][C:10]1[C:5]([C:3]([OH:2])=[O:4])=[N:6][CH:7]=[C:8]([C:15]#[C:14][CH2:13][O:16][CH:17]2[CH2:22][CH2:21][CH2:20][CH2:19][O:18]2)[CH:9]=1, predict the reactants needed to synthesize it. The reactants are: C[O:2][C:3]([C:5]1[C:10]([Cl:11])=[CH:9][C:8](Br)=[CH:7][N:6]=1)=[O:4].[CH2:13]([O:16][CH:17]1[CH2:22][CH2:21][CH2:20][CH2:19][O:18]1)[C:14]#[CH:15]. (2) Given the product [CH3:1][C:2]1[CH:7]=[C:6]([CH3:8])[NH:5][C:4](=[O:9])[C:3]=1[CH2:10][NH:11][C:12]([C:14]1[C:15]2[CH:36]=[N:35][N:34]([CH:37]([CH3:39])[CH3:38])[C:16]=2[N:17]=[C:18]([C:20]2[CH2:21][CH2:22][N:23]([C:26]([CH:28]3[CH2:29][CH2:30][N:31]([CH3:43])[CH2:32][CH2:33]3)=[O:27])[CH2:24][CH:25]=2)[CH:19]=1)=[O:13], predict the reactants needed to synthesize it. The reactants are: [CH3:1][C:2]1[CH:7]=[C:6]([CH3:8])[NH:5][C:4](=[O:9])[C:3]=1[CH2:10][NH:11][C:12]([C:14]1[C:15]2[CH:36]=[N:35][N:34]([CH:37]([CH3:39])[CH3:38])[C:16]=2[N:17]=[C:18]([C:20]2[CH2:21][CH2:22][N:23]([C:26]([CH:28]3[CH2:33][CH2:32][NH:31][CH2:30][CH2:29]3)=[O:27])[CH2:24][CH:25]=2)[CH:19]=1)=[O:13].C=O.[BH3-][C:43]#N.[Na+]. (3) Given the product [CH:12]([N:10]1[CH2:11][CH:8]([CH2:7][CH2:6][CH2:5][CH2:4][NH:1][C:35](=[O:36])[CH2:34][O:33][CH2:32][C:31]2[CH:38]=[CH:39][C:28]([F:27])=[CH:29][CH:30]=2)[CH2:9]1)([C:19]1[CH:24]=[CH:23][CH:22]=[CH:21][CH:20]=1)[C:13]1[CH:18]=[CH:17][CH:16]=[CH:15][CH:14]=1, predict the reactants needed to synthesize it. The reactants are: [N:1]([CH2:4][CH2:5][CH2:6][CH2:7][CH:8]1[CH2:11][N:10]([CH:12]([C:19]2[CH:24]=[CH:23][CH:22]=[CH:21][CH:20]=2)[C:13]2[CH:18]=[CH:17][CH:16]=[CH:15][CH:14]=2)[CH2:9]1)=[N+]=[N-].[H][H].[F:27][C:28]1[CH:39]=[CH:38][C:31]([CH2:32][O:33][CH2:34][C:35](O)=[O:36])=[CH:30][CH:29]=1.CCN(CC)CC.F[P-](F)(F)(F)(F)F.N1(O[P+](N(C)C)(N(C)C)N(C)C)C2C=CC=CC=2N=N1. (4) Given the product [O:11]([CH2:12][C@@H:13]1[CH2:17][O:16][C:15](=[O:18])[NH:14]1)[C:25]1[CH:30]=[CH:29][CH:28]=[CH:27][CH:26]=1, predict the reactants needed to synthesize it. The reactants are: CC1C=CC(S([O:11][CH2:12][C@@H:13]2[CH2:17][O:16][C:15](=[O:18])[NH:14]2)(=O)=O)=CC=1.C([O-])([O-])=O.[Cs+].[Cs+].[C:25]1(O)[CH:30]=[CH:29][CH:28]=[CH:27][CH:26]=1.